Dataset: Full USPTO retrosynthesis dataset with 1.9M reactions from patents (1976-2016). Task: Predict the reactants needed to synthesize the given product. (1) Given the product [Cl:33][C:30]1[CH:31]=[C:32]2[C:27](=[C:28]([Cl:34])[CH:29]=1)[CH2:26][N:25]([CH3:35])[CH2:24][CH:23]2[C:19]1[CH:18]=[C:17]([S:14]([NH:13][CH2:12][CH2:11][O:10][CH2:9][CH2:8][O:7][CH2:6][CH2:5][O:4][CH2:3][CH2:2][NH:1][C:45](=[O:50])[CH2:46][CH2:47][C:48]([NH:44][CH2:2][CH2:3][O:4][CH2:5][CH2:6][O:7][CH2:8][CH2:9][O:10][CH2:11][CH2:12][NH:13][S:14]([C:17]2[CH:22]=[CH:21][CH:20]=[C:19]([CH:23]3[C:32]4[C:27](=[C:28]([Cl:34])[CH:29]=[C:30]([Cl:33])[CH:31]=4)[CH2:26][N:25]([CH3:35])[CH2:24]3)[CH:18]=2)(=[O:16])=[O:15])=[O:49])(=[O:16])=[O:15])[CH:22]=[CH:21][CH:20]=1, predict the reactants needed to synthesize it. The reactants are: [NH2:1][CH2:2][CH2:3][O:4][CH2:5][CH2:6][O:7][CH2:8][CH2:9][O:10][CH2:11][CH2:12][NH:13][S:14]([C:17]1[CH:22]=[CH:21][CH:20]=[C:19]([CH:23]2[C:32]3[C:27](=[C:28]([Cl:34])[CH:29]=[C:30]([Cl:33])[CH:31]=3)[CH2:26][N:25]([CH3:35])[CH2:24]2)[CH:18]=1)(=[O:16])=[O:15].C(O[N:44]1[C:48](=[O:49])[CH2:47][CH2:46][C:45]1=[O:50])(=O)CCC([O-])=O. (2) Given the product [ClH:2].[F:14][C:15]([F:28])([F:27])[C:6]1[CH:7]=[CH:8][CH:3]=[CH:4][C:5]=1[CH2:10][CH2:11][CH2:12][NH2:13], predict the reactants needed to synthesize it. The reactants are: Cl.[Cl:2][C:3]1[CH:4]=[C:5]([CH2:10][CH2:11][CH2:12][NH2:13])[CH:6]=[CH:7][C:8]=1Cl.[F:14][C:15]([F:28])([F:27])C1C=CC=CC=1CCC(O)=O. (3) The reactants are: [Cl:1][C:2]1[CH:7]=[C:6]2[NH:8][C:9](=[O:39])[C:10]3([CH:15]([C:16]4[CH:21]=[C:20]([Cl:22])[CH:19]=[CH:18][C:17]=4[O:23][C:24]([C:27](O)=[O:28])([CH3:26])[CH3:25])[CH2:14][C:13](=[O:30])[NH:12][CH:11]3[C:31]3[CH:36]=[C:35]([F:37])[CH:34]=[CH:33][C:32]=3[CH3:38])[C:5]2=[CH:4][CH:3]=1.C1N=CN(C(N2C=NC=C2)=O)C=1.[CH3:52][O:53][CH2:54][CH2:55][S:56]([NH2:59])(=[O:58])=[O:57].[H-].[Na+].Cl. Given the product [Cl:1][C:2]1[CH:7]=[C:6]2[NH:8][C:9](=[O:39])[C:10]3([CH:15]([C:16]4[CH:21]=[C:20]([Cl:22])[CH:19]=[CH:18][C:17]=4[O:23][C:24]([CH3:25])([CH3:26])[C:27]([NH:59][S:56]([CH2:55][CH2:54][O:53][CH3:52])(=[O:58])=[O:57])=[O:28])[CH2:14][C:13](=[O:30])[NH:12][CH:11]3[C:31]3[CH:36]=[C:35]([F:37])[CH:34]=[CH:33][C:32]=3[CH3:38])[C:5]2=[CH:4][CH:3]=1, predict the reactants needed to synthesize it. (4) Given the product [Cl:19][C:20]1[CH:25]=[CH:24][C:23]([CH:26]([C:28]2[S:29][CH:30]=[CH:31][N:32]=2)[OH:27])=[C:22]([O:37][CH3:38])[CH:21]=1, predict the reactants needed to synthesize it. The reactants are: [F-].C([N+](CCCC)(CCCC)CCCC)CCC.[Cl:19][C:20]1[CH:25]=[CH:24][C:23]([CH:26]([C:28]2[S:29][CH:30]=[C:31]([Si](C)(C)C)[N:32]=2)[OH:27])=[C:22]([O:37][CH3:38])[CH:21]=1. (5) Given the product [CH:22]1([O:1][C:2]2[C:3]([O:13][CH3:14])=[CH:4][CH:5]=[C:6]3[C:11]=2[O:10][CH:9]=[CH:8][C:7]3=[O:12])[CH2:26][CH2:25][CH2:24][CH2:23]1, predict the reactants needed to synthesize it. The reactants are: [OH:1][C:2]1[C:3]([O:13][CH3:14])=[CH:4][CH:5]=[C:6]2[C:11]=1[O:10][CH:9]=[CH:8][C:7]2=[O:12].C(=O)([O-])[O-].[K+].[K+].Br[CH:22]1[CH2:26][CH2:25][CH2:24][CH2:23]1.CN(C=O)C.